From a dataset of Catalyst prediction with 721,799 reactions and 888 catalyst types from USPTO. Predict which catalyst facilitates the given reaction. (1) Reactant: Cl[C:2]1[N:10]=[C:9]2[C:5]([N:6]=[C:7]([CH2:12][N:13]3[CH2:16][CH:15]([N:17]4[CH2:22][CH2:21][S:20](=[O:24])(=[O:23])[CH2:19][CH2:18]4)[CH2:14]3)[N:8]2[CH3:11])=[C:4]([N:25]2[CH2:30][CH2:29][O:28][CH2:27][CH2:26]2)[N:3]=1.[CH:31]([C:34]1[NH:38][C:37]2[CH:39]=[CH:40][CH:41]=[CH:42][C:36]=2[N:35]=1)([CH3:33])[CH3:32].CC(C1C=C(C(C)C)C(C2C=CC=CC=2P(C2CCCCC2)C2CCCCC2)=C(C(C)C)C=1)C.C([O-])([O-])=O.[Cs+].[Cs+]. Product: [CH:31]([C:34]1[N:35]([C:2]2[N:10]=[C:9]3[C:5]([N:6]=[C:7]([CH2:12][N:13]4[CH2:14][CH:15]([N:17]5[CH2:18][CH2:19][S:20](=[O:23])(=[O:24])[CH2:21][CH2:22]5)[CH2:16]4)[N:8]3[CH3:11])=[C:4]([N:25]3[CH2:26][CH2:27][O:28][CH2:29][CH2:30]3)[N:3]=2)[C:36]2[CH:42]=[CH:41][CH:40]=[CH:39][C:37]=2[N:38]=1)([CH3:33])[CH3:32]. The catalyst class is: 62. (2) Reactant: [OH:1][NH:2]/[C:3](/[C:6]([O:8][CH2:9][CH3:10])=[O:7])=[N:4]\[H].CCN(C(C)C)C(C)C.[CH:20]1([C:23](Cl)=O)[CH2:22][CH2:21]1. Product: [CH:20]1([C:23]2[O:1][N:2]=[C:3]([C:6]([O:8][CH2:9][CH3:10])=[O:7])[N:4]=2)[CH2:22][CH2:21]1. The catalyst class is: 4.